From a dataset of NCI-60 drug combinations with 297,098 pairs across 59 cell lines. Regression. Given two drug SMILES strings and cell line genomic features, predict the synergy score measuring deviation from expected non-interaction effect. (1) Drug 1: CC1=C(C=C(C=C1)NC2=NC=CC(=N2)N(C)C3=CC4=NN(C(=C4C=C3)C)C)S(=O)(=O)N.Cl. Drug 2: C1=CN(C=N1)CC(O)(P(=O)(O)O)P(=O)(O)O. Cell line: MOLT-4. Synergy scores: CSS=7.02, Synergy_ZIP=-0.974, Synergy_Bliss=2.43, Synergy_Loewe=2.95, Synergy_HSA=2.97. (2) Drug 1: C1=C(C(=O)NC(=O)N1)N(CCCl)CCCl. Drug 2: B(C(CC(C)C)NC(=O)C(CC1=CC=CC=C1)NC(=O)C2=NC=CN=C2)(O)O. Cell line: UACC-257. Synergy scores: CSS=10.5, Synergy_ZIP=-0.894, Synergy_Bliss=4.36, Synergy_Loewe=3.51, Synergy_HSA=3.01. (3) Drug 1: COC1=C(C=C2C(=C1)N=CN=C2NC3=CC(=C(C=C3)F)Cl)OCCCN4CCOCC4. Drug 2: CN(C)N=NC1=C(NC=N1)C(=O)N. Cell line: UO-31. Synergy scores: CSS=31.2, Synergy_ZIP=-5.91, Synergy_Bliss=-3.33, Synergy_Loewe=0.435, Synergy_HSA=2.98. (4) Drug 1: CC(C1=C(C=CC(=C1Cl)F)Cl)OC2=C(N=CC(=C2)C3=CN(N=C3)C4CCNCC4)N. Drug 2: CC1=CC=C(C=C1)C2=CC(=NN2C3=CC=C(C=C3)S(=O)(=O)N)C(F)(F)F. Cell line: SW-620. Synergy scores: CSS=15.3, Synergy_ZIP=0.743, Synergy_Bliss=2.77, Synergy_Loewe=1.59, Synergy_HSA=1.49. (5) Synergy scores: CSS=47.1, Synergy_ZIP=5.84, Synergy_Bliss=6.80, Synergy_Loewe=-6.13, Synergy_HSA=7.18. Cell line: M14. Drug 1: CCCS(=O)(=O)NC1=C(C(=C(C=C1)F)C(=O)C2=CNC3=C2C=C(C=N3)C4=CC=C(C=C4)Cl)F. Drug 2: C1CCC(C(C1)N)N.C(=O)(C(=O)[O-])[O-].[Pt+4]. (6) Synergy scores: CSS=47.2, Synergy_ZIP=3.17, Synergy_Bliss=0.616, Synergy_Loewe=-49.1, Synergy_HSA=-1.74. Drug 1: CC1=CC2C(CCC3(C2CCC3(C(=O)C)OC(=O)C)C)C4(C1=CC(=O)CC4)C. Cell line: SK-MEL-28. Drug 2: CC=C1C(=O)NC(C(=O)OC2CC(=O)NC(C(=O)NC(CSSCCC=C2)C(=O)N1)C(C)C)C(C)C. (7) Drug 1: CC1=C(C=C(C=C1)C(=O)NC2=CC(=CC(=C2)C(F)(F)F)N3C=C(N=C3)C)NC4=NC=CC(=N4)C5=CN=CC=C5. Drug 2: CC1=C2C(C(=O)C3(C(CC4C(C3C(C(C2(C)C)(CC1OC(=O)C(C(C5=CC=CC=C5)NC(=O)OC(C)(C)C)O)O)OC(=O)C6=CC=CC=C6)(CO4)OC(=O)C)O)C)O. Cell line: HT29. Synergy scores: CSS=20.9, Synergy_ZIP=23.1, Synergy_Bliss=27.3, Synergy_Loewe=12.6, Synergy_HSA=13.9. (8) Drug 1: C1CC(C1)(C(=O)O)C(=O)O.[NH2-].[NH2-].[Pt+2]. Drug 2: CC(C)CN1C=NC2=C1C3=CC=CC=C3N=C2N. Cell line: EKVX. Synergy scores: CSS=3.46, Synergy_ZIP=-1.62, Synergy_Bliss=-2.64, Synergy_Loewe=-0.757, Synergy_HSA=-3.70. (9) Drug 1: C1=CC(=CC=C1CCCC(=O)O)N(CCCl)CCCl. Drug 2: CCC1(CC2CC(C3=C(CCN(C2)C1)C4=CC=CC=C4N3)(C5=C(C=C6C(=C5)C78CCN9C7C(C=CC9)(C(C(C8N6C)(C(=O)OC)O)OC(=O)C)CC)OC)C(=O)OC)O.OS(=O)(=O)O. Cell line: KM12. Synergy scores: CSS=41.9, Synergy_ZIP=-4.35, Synergy_Bliss=-5.08, Synergy_Loewe=-12.5, Synergy_HSA=-0.593.